Dataset: Reaction yield outcomes from USPTO patents with 853,638 reactions. Task: Predict the reaction yield, written as a fraction of the theoretical maximum amount of product (1.0 means a 100% yield; for example, 0.34 means a 34% yield). (1) The reactants are O1CCCC1.[C:6]([O:10][C:11]([NH:13][CH2:14][CH2:15][C:16]1[CH:24]=[CH:23][C:19]([C:20](O)=[O:21])=[CH:18][CH:17]=1)=[O:12])([CH3:9])([CH3:8])[CH3:7]. No catalyst specified. The product is [OH:21][CH2:20][C:19]1[CH:23]=[CH:24][C:16]([CH2:15][CH2:14][NH:13][C:11](=[O:12])[O:10][C:6]([CH3:9])([CH3:7])[CH3:8])=[CH:17][CH:18]=1. The yield is 0.850. (2) The reactants are [CH2:1]([C:3]1[CH:12]=[C:11]([CH3:13])[C:10]2[C:9](=[O:14])[NH:8][C@H:7]3[CH2:15][N:16]([C:18]([O:20][C:21]([CH3:24])([CH3:23])[CH3:22])=[O:19])[CH2:17][C@@H:6]3[C:5]=2[CH:4]=1)[CH3:2].Cl. The catalyst is C(OCC)C. The product is [CH2:1]([C:3]1[CH:12]=[C:11]([CH3:13])[C:10]2[C:9](=[O:14])[NH:8][C@@H:7]3[CH2:15][N:16]([C:18]([O:20][C:21]([CH3:22])([CH3:24])[CH3:23])=[O:19])[CH2:17][C@H:6]3[C:5]=2[CH:4]=1)[CH3:2]. The yield is 0.790.